From a dataset of Full USPTO retrosynthesis dataset with 1.9M reactions from patents (1976-2016). Predict the reactants needed to synthesize the given product. (1) Given the product [O:23]1[CH2:15][CH2:14][O:13][CH:12]1[C:16]1[CH:20]=[CH:19][S:18][C:17]=1[C:21](=[NH:22])[N:3]([OH:4])[CH3:2], predict the reactants needed to synthesize it. The reactants are: Cl.[CH3:2][NH:3][OH:4].C(=O)([O-])[O-].[Na+].[Na+].O1[CH2:15][CH2:14][O:13][CH:12]1[C:16]1[CH:20]=[CH:19][S:18][C:17]=1[C:21]#[N:22].[OH2:23]. (2) Given the product [F:1][C:2]1[CH:3]=[CH:4][C:5]([C:8]2[CH:12]=[CH:11][N:10]([C:13]3[N:34]=[CH:33][CH:32]=[CH:31][C:14]=3[C:15]([NH:17][CH:18]([CH:19]([OH:23])[C:20](=[O:22])[NH:43][CH2:42][CH2:41][C:36]3[CH:37]=[CH:38][CH:39]=[CH:40][N:35]=3)[CH2:24][C:25]3[CH:26]=[CH:27][CH:28]=[CH:29][CH:30]=3)=[O:16])[N:9]=2)=[CH:6][CH:7]=1, predict the reactants needed to synthesize it. The reactants are: [F:1][C:2]1[CH:7]=[CH:6][C:5]([C:8]2[CH:12]=[CH:11][N:10]([C:13]3[N:34]=[CH:33][CH:32]=[CH:31][C:14]=3[C:15]([NH:17][CH:18]([CH2:24][C:25]3[CH:30]=[CH:29][CH:28]=[CH:27][CH:26]=3)[CH:19]([OH:23])[C:20]([OH:22])=O)=[O:16])[N:9]=2)=[CH:4][CH:3]=1.[N:35]1[CH:40]=[CH:39][CH:38]=[CH:37][C:36]=1[CH2:41][CH2:42][NH2:43]. (3) Given the product [CH3:20][O:21][N:22]=[C:10]([C@@H:8]1[CH2:9][C@H:7]1[C:5]1[S:6][C:2]([Cl:1])=[CH:3][CH:4]=1)[CH3:11], predict the reactants needed to synthesize it. The reactants are: [Cl:1][C:2]1[S:6][C:5]([C@@H:7]2[CH2:9][C@H:8]2[C:10](=O)[CH3:11])=[CH:4][CH:3]=1.N1C=CC=CC=1.Cl.[CH3:20][O:21][NH2:22].